Predict the reaction yield, written as a fraction of the theoretical maximum amount of product (1.0 means a 100% yield; for example, 0.34 means a 34% yield). From a dataset of Reaction yield outcomes from USPTO patents with 853,638 reactions. (1) The reactants are [Cl:1][C:2]1[CH:3]=[C:4]([CH:26]=[C:27]([F:29])[CH:28]=1)[CH2:5][C:6]1[S:7][C:8]2[C:14]([C:15]3[CH:16]=[CH:17][C:18]([F:24])=[C:19]([CH:23]=3)[C:20]([OH:22])=O)=[CH:13][CH:12]=[C:11]([F:25])[C:9]=2[CH:10]=1.Cl.[NH2:31][CH2:32][C:33]([NH2:35])=[O:34]. No catalyst specified. The product is [NH2:35][C:33](=[O:34])[CH2:32][NH:31][C:20](=[O:22])[C:19]1[CH:23]=[C:15]([C:14]2[C:8]3[S:7][C:6]([CH2:5][C:4]4[CH:26]=[C:27]([F:29])[CH:28]=[C:2]([Cl:1])[CH:3]=4)=[CH:10][C:9]=3[C:11]([F:25])=[CH:12][CH:13]=2)[CH:16]=[CH:17][C:18]=1[F:24]. The yield is 0.730. (2) The reactants are [NH2:1][C:2]1[CH:3]=[CH:4][C:5]([O:11][CH3:12])=[C:6]([C:8](=[O:10])[CH3:9])[CH:7]=1.Cl.C(S[C:17]([C:19]1[S:20][CH:21]=[CH:22][CH:23]=1)=[NH:18])C. The catalyst is C(O)C. The product is [C:8]([C:6]1[CH:7]=[C:2]([NH:1][C:17]([C:19]2[S:20][CH:21]=[CH:22][CH:23]=2)=[NH:18])[CH:3]=[CH:4][C:5]=1[O:11][CH3:12])(=[O:10])[CH3:9]. The yield is 0.750. (3) The reactants are [CH:1]1[CH:6]=[CH:5][C:4]([CH:7]([NH2:11])[C:8]([NH2:10])=[O:9])=[CH:3][CH:2]=1.[CH2:12]1[CH2:18][S:15](=[O:17])(=[O:16])[O:14][CH2:13]1. The catalyst is O1CCCC1.O1CCOCC1. The product is [NH2:10][C:8](=[O:9])[C@@H:7]([NH:11][CH2:13][CH2:12][CH2:18][S:15]([OH:17])(=[O:16])=[O:14])[C:4]1[CH:3]=[CH:2][CH:1]=[CH:6][CH:5]=1. The yield is 0.340. (4) The reactants are [NH2:1][C:2]1[CH:10]=[CH:9][CH:8]=[C:7]2[C:3]=1[CH:4]=[CH:5][N:6]2[CH2:11][C:12]1[C:20]2[C:15](=[N:16][CH:17]=[CH:18][CH:19]=2)[N:14]([C:21]([O:23][C:24]([CH3:27])([CH3:26])[CH3:25])=[O:22])[CH:13]=1.[Cl:28][C:29]1[CH:30]=[CH:31][C:32]([O:38][CH3:39])=[C:33]([N:35]=[C:36]=[O:37])[CH:34]=1. The catalyst is C1(C)C=CC=CC=1. The product is [O:38]([C:32]1[CH:31]=[CH:30][C:29]([Cl:28])=[CH:34][C:33]=1[NH:35][C:36]([NH:1][C:2]1[CH:10]=[CH:9][CH:8]=[C:7]2[C:3]=1[CH:4]=[CH:5][N:6]2[CH2:11][C:12]1[C:20]2[C:15](=[N:16][CH:17]=[CH:18][CH:19]=2)[N:14]([C:21]([O:23][C:24]([CH3:27])([CH3:26])[CH3:25])=[O:22])[CH:13]=1)=[O:37])[CH3:39]. The yield is 0.730.